Dataset: Catalyst prediction with 721,799 reactions and 888 catalyst types from USPTO. Task: Predict which catalyst facilitates the given reaction. (1) Reactant: O.Cl.[NH:3]1[CH2:8][CH2:7][C:6](=O)[CH2:5][CH2:4]1.C(O[BH-](O[C:20](=O)[CH3:21])OC(=O)C)(=O)C.[Na+].[NH2:24][C:25]1[CH:26]=[C:27]2[C:31](=[CH:32][CH:33]=1)[NH:30][N:29]=[CH:28]2.C(=O)([O-])O.[Na+]. Product: [CH:20]1([CH2:21][N:3]2[CH2:8][CH2:7][CH:6]([NH:24][C:25]3[CH:26]=[C:27]4[C:31](=[CH:32][CH:33]=3)[NH:30][N:29]=[CH:28]4)[CH2:5][CH2:4]2)[CH2:8][CH2:7][CH2:6][CH2:5][CH2:4]1. The catalyst class is: 5. (2) Reactant: [Cl:1][C:2]1[CH:3]=[CH:4][C:5]([N:15]2[CH:19]=[C:18]([Cl:20])[N:17]=[N:16]2)=[C:6]([C:8]2[N:13]=[CH:12][N:11]=[C:10]([OH:14])[CH:9]=2)[CH:7]=1.CN(C(ON1N=NC2C=CC=NC1=2)=[N+](C)C)C.F[P-](F)(F)(F)(F)F.C1CCN2C(=NCCC2)CC1.N[C@@H:57]1[C:73]2[CH:74]=[C:69]([CH:70]=[N:71][CH:72]=2)[C:68]2[N:67]([CH3:75])[N:66]=[CH:65][C:64]=2[NH:63][C:62](=[O:76])[C@H:61]([CH3:77])[CH2:60][CH2:59][CH2:58]1. Product: [Cl:1][C:2]1[CH:3]=[CH:4][C:5]([N:15]2[CH:19]=[C:18]([Cl:20])[N:17]=[N:16]2)=[C:6]([C:8]2[N:13]=[CH:12][N:11]([C@@H:57]3[C:73]4[CH:74]=[C:69]([CH:70]=[N:71][CH:72]=4)[C:68]4[N:67]([CH3:75])[N:66]=[CH:65][C:64]=4[NH:63][C:62](=[O:76])[C@H:61]([CH3:77])[CH2:60][CH2:59][CH2:58]3)[C:10](=[O:14])[CH:9]=2)[CH:7]=1. The catalyst class is: 705. (3) Reactant: [NH2:1][C:2]1[CH:10]=[C:9]([O:11][CH3:12])[CH:8]=[C:7]([O:13][CH3:14])[C:3]=1[C:4]([NH2:6])=[O:5].[Si:15]([O:22][CH2:23][CH2:24][O:25][C:26]1[CH:27]=[C:28]([F:34])[C:29]([CH:32]=O)=[N:30][CH:31]=1)([C:18]([CH3:21])([CH3:20])[CH3:19])([CH3:17])[CH3:16]. Product: [Si:15]([O:22][CH2:23][CH2:24][O:25][C:26]1[CH:27]=[C:28]([F:34])[C:29]([C:32]2[NH:6][C:4](=[O:5])[C:3]3[C:2](=[CH:10][C:9]([O:11][CH3:12])=[CH:8][C:7]=3[O:13][CH3:14])[N:1]=2)=[N:30][CH:31]=1)([C:18]([CH3:21])([CH3:20])[CH3:19])([CH3:17])[CH3:16]. The catalyst class is: 641.